This data is from Forward reaction prediction with 1.9M reactions from USPTO patents (1976-2016). The task is: Predict the product of the given reaction. Given the reactants CC1(C)C(C)(C)OB([C:9]2[CH:14]=[CH:13][C:12]([C:15]3([C:20]#[N:21])[CH2:19][CH2:18][CH2:17][CH2:16]3)=[CH:11][CH:10]=2)O1.[NH2:23][C:24]1[C:25]([C:31]2[CH:32]=[C:33]3[C:38](=[CH:39][CH:40]=2)[C:37](=[O:41])[NH:36][CH2:35][CH2:34]3)=[N:26][C:27](Br)=[CH:28][N:29]=1, predict the reaction product. The product is: [NH2:23][C:24]1[N:29]=[CH:28][C:27]([C:9]2[CH:10]=[CH:11][C:12]([C:15]3([C:20]#[N:21])[CH2:16][CH2:17][CH2:18][CH2:19]3)=[CH:13][CH:14]=2)=[N:26][C:25]=1[C:31]1[CH:32]=[C:33]2[C:38](=[CH:39][CH:40]=1)[C:37](=[O:41])[NH:36][CH2:35][CH2:34]2.